This data is from Reaction yield outcomes from USPTO patents with 853,638 reactions. The task is: Predict the reaction yield, written as a fraction of the theoretical maximum amount of product (1.0 means a 100% yield; for example, 0.34 means a 34% yield). (1) The reactants are [CH3:1][CH:2]([CH3:47])[C@H:3]([NH:42][C:43](=[O:46])[O:44][CH3:45])[C:4]([N:6]1[CH2:10][C@@H:9]([CH3:11])[CH2:8][C@H:7]1[C:12]1[NH:16][C:15]2[C:17]3[C:22]([CH:23]=[CH:24][C:14]=2[N:13]=1)=[CH:21][C:20]1[C:25]2[C:30]([CH2:31][O:32][C:19]=1[CH:18]=3)=[CH:29][C:28](B1OC(C)(C)C(C)(C)O1)=[CH:27][CH:26]=2)=[O:5].Br[C:49]1[NH:53][C:52]([C@@H:54]2[CH2:58][CH2:57][CH2:56][N:55]2[C:59]([O:61][C:62]([CH3:65])([CH3:64])[CH3:63])=[O:60])=[N:51][CH:50]=1.C([O-])([O-])=O.[K+].[K+]. The catalyst is COCCOC.C1C=CC([P]([Pd]([P](C2C=CC=CC=2)(C2C=CC=CC=2)C2C=CC=CC=2)([P](C2C=CC=CC=2)(C2C=CC=CC=2)C2C=CC=CC=2)[P](C2C=CC=CC=2)(C2C=CC=CC=2)C2C=CC=CC=2)(C2C=CC=CC=2)C2C=CC=CC=2)=CC=1.C1C=CC(P(C2C=CC=CC=2)[C-]2C=CC=C2)=CC=1.C1C=CC(P(C2C=CC=CC=2)[C-]2C=CC=C2)=CC=1.Cl[Pd]Cl.[Fe+2]. The product is [CH3:45][O:44][C:43]([NH:42][C@H:3]([C:4]([N:6]1[CH2:10][C@@H:9]([CH3:11])[CH2:8][C@H:7]1[C:12]1[NH:16][C:15]2[C:17]3[C:22]([CH:23]=[CH:24][C:14]=2[N:13]=1)=[CH:21][C:20]1[C:25]2[C:30]([CH2:31][O:32][C:19]=1[CH:18]=3)=[CH:29][C:28]([C:49]1[NH:53][C:52]([C@@H:54]3[CH2:58][CH2:57][CH2:56][N:55]3[C:59]([O:61][C:62]([CH3:65])([CH3:64])[CH3:63])=[O:60])=[N:51][CH:50]=1)=[CH:27][CH:26]=2)=[O:5])[CH:2]([CH3:1])[CH3:47])=[O:46]. The yield is 0.240. (2) The reactants are Br[C:2]1[CH:7]=[CH:6][CH:5]=[CH:4][N:3]=1.[CH:8]1[C:16]2[C:15]3[CH:17]=[CH:18][CH:19]=[CH:20][C:14]=3[O:13][C:12]=2[C:11](B(O)O)=[CH:10][CH:9]=1.O.[O-]P([O-])([O-])=O.[K+].[K+].[K+].C1(C)C=CC=CC=1. The catalyst is C1C=CC(/C=C/C(/C=C/C2C=CC=CC=2)=O)=CC=1.C1C=CC(/C=C/C(/C=C/C2C=CC=CC=2)=O)=CC=1.C1C=CC(/C=C/C(/C=C/C2C=CC=CC=2)=O)=CC=1.[Pd].[Pd].C1(P(C2CCCCC2)C2C=CC=CC=2C2C(OC)=CC=CC=2OC)CCCCC1.O. The product is [N:3]1[CH:4]=[CH:5][CH:6]=[CH:7][C:2]=1[C:20]1[C:14]2[O:13][C:12]3[CH:11]=[CH:10][CH:9]=[CH:8][C:16]=3[C:15]=2[CH:17]=[CH:18][CH:19]=1. The yield is 0.620.